Task: Predict the product of the given reaction.. Dataset: Forward reaction prediction with 1.9M reactions from USPTO patents (1976-2016) (1) The product is: [N:10]1[CH:11]=[CH:12][CH:13]=[C:8]([O:7][C:6]2[CH:5]=[C:4]([NH2:1])[CH:16]=[CH:15][CH:14]=2)[CH:9]=1. Given the reactants [N+:1]([C:4]1[CH:5]=[C:6]([CH:14]=[CH:15][CH:16]=1)[O:7][C:8]1[CH:9]=[N:10][CH:11]=[CH:12][CH:13]=1)([O-])=O, predict the reaction product. (2) The product is: [CH3:15][O:8][C:7](=[O:9])[C:6]1[CH:10]=[CH:11][C:3]([CH2:2][OH:1])=[C:4]([N+:12]([O-:14])=[O:13])[CH:5]=1. Given the reactants [OH:1][CH2:2][C:3]1[CH:11]=[CH:10][C:6]([C:7]([OH:9])=[O:8])=[CH:5][C:4]=1[N+:12]([O-:14])=[O:13].[CH3:15]O, predict the reaction product. (3) The product is: [F:26][C:21]1[CH:22]=[CH:23][CH:24]=[CH:25][C:20]=1[C:5]1[C:6](=[O:19])[NH:7][C:8]2[C:3]([CH:4]=1)=[C:2]([C:35]1[CH:36]=[N:37][N:38]([CH2:40][O:41][CH2:42][CH2:43][Si:44]([CH3:47])([CH3:46])[CH3:45])[CH:39]=1)[N:11]=[CH:10][CH:9]=2. Given the reactants Cl[C:2]1[N:11]=[CH:10][CH:9]=[C:8]2[C:3]=1[CH:4]=[C:5]([C:20]1[CH:25]=[CH:24][CH:23]=[CH:22][C:21]=1[F:26])[C:6](=[O:19])[N:7]2C(OC(C)(C)C)=O.CC1(C)C(C)(C)OB([C:35]2[CH:36]=[N:37][N:38]([CH2:40][O:41][CH2:42][CH2:43][Si:44]([CH3:47])([CH3:46])[CH3:45])[CH:39]=2)O1.C([O-])([O-])=O.[Na+].[Na+], predict the reaction product.